This data is from TCR-epitope binding with 47,182 pairs between 192 epitopes and 23,139 TCRs. The task is: Binary Classification. Given a T-cell receptor sequence (or CDR3 region) and an epitope sequence, predict whether binding occurs between them. (1) The epitope is HTTDPSFLGRY. The TCR CDR3 sequence is CASSEASGVVQPQHF. Result: 1 (the TCR binds to the epitope). (2) The epitope is KLPDDFTGCV. The TCR CDR3 sequence is CASSLVSKETQYF. Result: 1 (the TCR binds to the epitope). (3) The epitope is FADDLNQLTGY. The TCR CDR3 sequence is CASSLGQLHTWGNEQYF. Result: 0 (the TCR does not bind to the epitope). (4) The epitope is RQLLFVVEV. The TCR CDR3 sequence is CAISESRGDTQYF. Result: 1 (the TCR binds to the epitope). (5) The epitope is ALSKGVHFV. The TCR CDR3 sequence is CSVEVPDLAGPDTQYF. Result: 1 (the TCR binds to the epitope).